Task: Predict the product of the given reaction.. Dataset: Forward reaction prediction with 1.9M reactions from USPTO patents (1976-2016) (1) Given the reactants [NH2:1][C:2]1[CH:3]=[C:4]([CH:8]=[CH:9][C:10]=1[O:11][CH3:12])[C:5]([NH2:7])=[O:6].[Cl:13][C:14]1[N:19]=[C:18](Cl)[C:17]([Cl:21])=[CH:16][N:15]=1, predict the reaction product. The product is: [Cl:13][C:14]1[N:19]=[C:18]([NH:1][C:2]2[CH:3]=[C:4]([CH:8]=[CH:9][C:10]=2[O:11][CH3:12])[C:5]([NH2:7])=[O:6])[C:17]([Cl:21])=[CH:16][N:15]=1. (2) Given the reactants C([O:3][C:4](=[O:36])[CH2:5][N:6]1[C:14]2[C:9](=[CH:10][CH:11]=[C:12]([O:15][CH2:16][C:17]3[N:18]([CH:33]([F:35])[F:34])[N:19]=[C:20]([C:22]4[CH:27]=[CH:26][C:25]([O:28][C:29]([F:32])([F:31])[F:30])=[CH:24][CH:23]=4)[CH:21]=3)[CH:13]=2)[CH:8]=[CH:7]1)C.[Li+].[OH-], predict the reaction product. The product is: [F:35][CH:33]([F:34])[N:18]1[C:17]([CH2:16][O:15][C:12]2[CH:13]=[C:14]3[C:9]([CH:8]=[CH:7][N:6]3[CH2:5][C:4]([OH:36])=[O:3])=[CH:10][CH:11]=2)=[CH:21][C:20]([C:22]2[CH:27]=[CH:26][C:25]([O:28][C:29]([F:32])([F:30])[F:31])=[CH:24][CH:23]=2)=[N:19]1.